This data is from Full USPTO retrosynthesis dataset with 1.9M reactions from patents (1976-2016). The task is: Predict the reactants needed to synthesize the given product. (1) Given the product [CH3:1][O:2][C:3]1[CH:4]=[CH:5][C:6]([CH:7]([CH:9]2[CH2:14][CH2:13][O:12][CH2:11][CH2:10]2)[OH:8])=[CH:15][CH:16]=1, predict the reactants needed to synthesize it. The reactants are: [CH3:1][O:2][C:3]1[CH:16]=[CH:15][C:6]([C:7]([CH:9]2[CH2:14][CH2:13][O:12][CH2:11][CH2:10]2)=[O:8])=[CH:5][CH:4]=1.[BH4-].[Na+]. (2) Given the product [ClH:1].[Cl:1][C:2]1[C:7]([Cl:8])=[CH:6][CH:5]=[CH:4][C:3]=1[N:9]1[C:13]([CH2:14][NH2:15])=[CH:12][C:11]([C:16]([F:18])([F:19])[F:17])=[N:10]1, predict the reactants needed to synthesize it. The reactants are: [Cl:1][C:2]1[C:7]([Cl:8])=[CH:6][CH:5]=[CH:4][C:3]=1[N:9]1[C:13]([C:14]#[N:15])=[CH:12][C:11]([C:16]([F:19])([F:18])[F:17])=[N:10]1.S(C)C.CCOCC.Cl.C(Cl)(Cl)Cl.CO. (3) Given the product [CH3:1][N:2]1[C:11]2[C:6](=[CH:7][N:8]=[C:9]([CH3:12])[CH:10]=2)[CH:5]=[C:4]([C:13]2[CH:14]=[C:15]([CH:19]=[CH:20][C:21]=2[CH3:22])[C:16]([NH:55][C:52]2[CH:51]=[CH:50][C:49]([CH3:48])=[CH:54][N:53]=2)=[O:17])[C:3]1=[O:23], predict the reactants needed to synthesize it. The reactants are: [CH3:1][N:2]1[C:11]2[C:6](=[CH:7][N:8]=[C:9]([CH3:12])[CH:10]=2)[CH:5]=[C:4]([C:13]2[CH:14]=[C:15]([CH:19]=[CH:20][C:21]=2[CH3:22])[C:16](O)=[O:17])[C:3]1=[O:23].CN(C(ON1N=NC2C=CC=NC1=2)=[N+](C)C)C.F[P-](F)(F)(F)(F)F.[CH3:48][C:49]1[CH:50]=[CH:51][C:52]([NH2:55])=[N:53][CH:54]=1.CCN(C(C)C)C(C)C. (4) The reactants are: [N:1]1[CH:6]=[CH:5][C:4]([CH2:7][OH:8])=[CH:3][CH:2]=1.[Li+].CC([N-]C(C)C)C.[C:17]([O:21][C:22]([N:24]1[CH2:29][CH2:28][N:27]([C:30]2[C:35](Cl)=[N:34][C:33]([C:37]#[N:38])=[C:32]([C:39]#[N:40])[N:31]=2)[CH2:26][CH2:25]1)=[O:23])([CH3:20])([CH3:19])[CH3:18].C(O)(=O)C. Given the product [C:17]([O:21][C:22]([N:24]1[CH2:29][CH2:28][N:27]([C:30]2[C:35]([O:8][CH2:7][C:4]3[CH:5]=[CH:6][N:1]=[CH:2][CH:3]=3)=[N:34][C:33]([C:37]#[N:38])=[C:32]([C:39]#[N:40])[N:31]=2)[CH2:26][CH2:25]1)=[O:23])([CH3:20])([CH3:18])[CH3:19], predict the reactants needed to synthesize it. (5) Given the product [CH2:4]([N:11]1[C:16](=[O:17])[CH:15]=[C:14]([CH2:18][OH:19])[CH:13]=[N:12]1)[C:5]1[CH:10]=[CH:9][CH:8]=[CH:7][CH:6]=1, predict the reactants needed to synthesize it. The reactants are: [Cl-].[Cl-].[Ca+2].[CH2:4]([N:11]1[C:16](=[O:17])[CH:15]=[C:14]([C:18](OCC)=[O:19])[CH:13]=[N:12]1)[C:5]1[CH:10]=[CH:9][CH:8]=[CH:7][CH:6]=1.[BH4-].[Na+]. (6) Given the product [NH2:31][C:27]1[CH:26]=[CH:25][C:15]([CH2:16][P:17](=[O:24])([O:21][CH2:22][CH3:23])[O:18][CH2:19][CH3:20])=[C:14]([F:13])[C:28]=1[O:29][CH3:30], predict the reactants needed to synthesize it. The reactants are: NC1C=CC(F)=CC=1C(NC)=O.[F:13][C:14]1[C:28]([O:29][CH3:30])=[C:27]([N+:31]([O-])=O)[CH:26]=[CH:25][C:15]=1[CH2:16][P:17](=[O:24])([O:21][CH2:22][CH3:23])[O:18][CH2:19][CH3:20]. (7) The reactants are: [NH:1]([C:3]([CH:5]1[CH2:10][CH2:9][N:8]([C:11](OC(C)(C)C)=O)[CH2:7][CH2:6]1)=O)[NH2:2].[N:18]1[CH:23]=[CH:22][CH:21]=[CH:20][C:19]=1[C:24]#[N:25].C[C:27]1[CH:49]=[C:30]2[N:31]=[C:32]([C:41]3[CH:48]=[CH:47][C:44](C=O)=[CH:43][CH:42]=3)[C:33]([C:35]3[CH:40]=[CH:39][CH:38]=[CH:37][CH:36]=3)=[CH:34][N:29]2[N:28]=1.[BH-](OC(C)=O)(OC(C)=O)OC(C)=O.[Na+]. Given the product [C:35]1([C:33]2[C:32]([C:41]3[CH:42]=[CH:43][C:44]([CH2:11][N:8]4[CH2:7][CH2:6][CH:5]([C:3]5[N:25]=[C:24]([C:19]6[CH:20]=[CH:21][CH:22]=[CH:23][N:18]=6)[NH:2][N:1]=5)[CH2:10][CH2:9]4)=[CH:47][CH:48]=3)=[N:31][C:30]3[N:29]([N:28]=[CH:27][CH:49]=3)[CH:34]=2)[CH:40]=[CH:39][CH:38]=[CH:37][CH:36]=1, predict the reactants needed to synthesize it.